This data is from Forward reaction prediction with 1.9M reactions from USPTO patents (1976-2016). The task is: Predict the product of the given reaction. (1) Given the reactants [CH3:1][C:2]([C:8]1[C:13](=[O:14])[C:12]([CH3:15])=[C:11]([CH3:16])[C:10](=[O:17])[C:9]=1[CH3:18])([CH3:7])[CH2:3][C:4]([OH:6])=[O:5].[N+:19]([O-:34])([O:21][C@H:22]([CH3:33])[C@@H:23]([O:29][N+:30]([O-:32])=[O:31])[CH2:24][CH2:25][CH2:26][CH2:27]O)=[O:20].C(Cl)CCl, predict the reaction product. The product is: [CH3:7][C:2]([C:8]1[C:13](=[O:14])[C:12]([CH3:15])=[C:11]([CH3:16])[C:10](=[O:17])[C:9]=1[CH3:18])([CH3:1])[CH2:3][C:4]([O:6][CH2:27][CH2:26][CH2:25][CH2:24][C@H:23]([O:29][N+:30]([O-:32])=[O:31])[C@H:22]([O:21][N+:19]([O-:34])=[O:20])[CH3:33])=[O:5]. (2) Given the reactants [NH2:1][C:2]1[N:6]([C:7]2[CH:12]=[CH:11][C:10]([F:13])=[CH:9][CH:8]=2)[N:5]=[CH:4][C:3]=1[C:14]([O:16]CC)=[O:15].[OH-].[Li+], predict the reaction product. The product is: [NH2:1][C:2]1[N:6]([C:7]2[CH:8]=[CH:9][C:10]([F:13])=[CH:11][CH:12]=2)[N:5]=[CH:4][C:3]=1[C:14]([OH:16])=[O:15].